From a dataset of Catalyst prediction with 721,799 reactions and 888 catalyst types from USPTO. Predict which catalyst facilitates the given reaction. (1) Reactant: [NH2:1][C@H:2]1[CH2:7][CH2:6][C@H:5]([N:8]([CH2:32][CH3:33])[C:9]2[C:24]3[CH2:23][CH:22]=[CH:21][CH2:20][CH2:19][C:18]4[CH:25]=[C:26]([CH3:30])[NH:27][C:28](=[O:29])[C:17]=4[CH2:16][NH:15][C:14](=[O:31])[C:13]=3[CH:12]=[CH:11][CH:10]=2)[CH2:4][CH2:3]1.FC(F)(F)S(O[CH2:40][CH:41]([F:43])[F:42])(=O)=O.CCN(C(C)C)C(C)C. Product: [F:42][CH:41]([F:43])[CH2:40][NH:1][C@H:2]1[CH2:7][CH2:6][C@H:5]([N:8]([CH2:32][CH3:33])[C:9]2[C:24]3[CH2:23][CH:22]=[CH:21][CH2:20][CH2:19][C:18]4[CH:25]=[C:26]([CH3:30])[NH:27][C:28](=[O:29])[C:17]=4[CH2:16][NH:15][C:14](=[O:31])[C:13]=3[CH:12]=[CH:11][CH:10]=2)[CH2:4][CH2:3]1. The catalyst class is: 23. (2) Reactant: C([NH:5][S:6]([C:9]1[CH:14]=[CH:13][CH:12]=[CH:11][C:10]=1[I:15])(=[O:8])=[O:7])(C)(C)C. Product: [I:15][C:10]1[CH:11]=[CH:12][CH:13]=[CH:14][C:9]=1[S:6]([NH2:5])(=[O:8])=[O:7]. The catalyst class is: 55. (3) Reactant: [OH:1]OS([O-])=O.[K+].[CH:7]1([S:13][C:14]2[CH:23]=[CH:22][C:21]3[NH:20][C:19](=[O:24])[C:18]4[NH:25][CH:26]=[CH:27][C:17]=4[C:16]=3[CH:15]=2)[CH2:12][CH2:11][CH2:10][CH2:9][CH2:8]1.[CH2:28]([C:30]([O-:32])=[O:31])[CH3:29].[OH2:33]. Product: [CH:7]1([S:13]([C:14]2[CH:23]=[CH:22][C:21]3[NH:20][C:19](=[O:24])[C:18]4[NH:25][CH:26]=[CH:27][C:17]=4[C:16]=3[CH:15]=2)(=[O:1])=[O:33])[CH2:8][CH2:9][CH2:10][CH2:11][CH2:12]1.[CH2:28]([C:30]([O-:32])=[O:31])[CH3:29]. The catalyst class is: 449. (4) Reactant: CC1C=CC(S(O[CH2:12][CH:13]([C:17]([OH:20])([CH3:19])[CH3:18])[C:14]([CH3:16])=[CH2:15])(=O)=O)=CC=1.[Br:21][C:22]1[C:27]([CH3:28])=[CH:26][C:25]([OH:29])=[CH:24][C:23]=1[CH3:30].C([O-])([O-])=O.[Cs+].[Cs+]. Product: [Br:21][C:22]1[C:27]([CH3:28])=[CH:26][C:25]([O:29][CH2:12][CH:13]([C:14]([CH3:16])=[CH2:15])[C:17]([CH3:19])([OH:20])[CH3:18])=[CH:24][C:23]=1[CH3:30]. The catalyst class is: 296. (5) Reactant: C([N:8]([CH2:14][C:15]1[C:19]2[N:20]=[CH:21][N:22]=[C:23]([OH:24])[C:18]=2[NH:17][CH:16]=1)[CH2:9][C@@H:10]([OH:13])[CH2:11][OH:12])C1C=CC=CC=1.[H][H]. Product: [OH:24][C:23]1[C:18]2[NH:17][CH:16]=[C:15]([CH2:14][NH:8][CH2:9][C@@H:10]([OH:13])[CH2:11][OH:12])[C:19]=2[N:20]=[CH:21][N:22]=1. The catalyst class is: 522. (6) Reactant: CNN(CC)NC.C([N:10]([CH2:13][CH3:14])[CH2:11][CH3:12])C.[CH:15]([N:18]([CH:21](C)C)CC)(C)C.[S:24]([C:28]1[CH:36]=[CH:35]C=C[C:29]=1[C:30](Cl)=O)(=[O:27])(=[O:26])[NH2:25].[O:37]1CCCC1. Product: [S:24]([C:28]1[CH:36]=[CH:35][C:14]([C:13]([NH:10][CH2:11][CH2:12][N:18]([CH3:21])[CH3:15])=[O:37])=[CH:30][CH:29]=1)(=[O:27])(=[O:26])[NH2:25]. The catalyst class is: 788.